From a dataset of Forward reaction prediction with 1.9M reactions from USPTO patents (1976-2016). Predict the product of the given reaction. (1) Given the reactants [Cl:1][C:2]1[C:3]([CH3:9])=[C:4]([CH:6]=[CH:7][CH:8]=1)[NH2:5].C1C(=O)N([Br:17])C(=O)C1.[O-]S([O-])(=S)=O.[Na+].[Na+], predict the reaction product. The product is: [Br:17][C:8]1[CH:7]=[CH:6][C:4]([NH2:5])=[C:3]([CH3:9])[C:2]=1[Cl:1]. (2) Given the reactants [CH:1]1([CH2:6][CH:7]([C:11]2[CH:16]=[CH:15][C:14]([S:17]([CH3:20])(=[O:19])=[O:18])=[CH:13][CH:12]=2)[C:8]([OH:10])=O)[CH2:5][CH2:4][CH2:3][CH2:2]1.C1C=CC2N(O)N=NC=2C=1.C1CCC(N=C=NC2CCCCC2)CC1.[CH2:46]([O:48][C:49](=[O:58])[CH2:50][C:51]1[N:52]=[C:53]([NH2:57])[S:54][C:55]=1[CH3:56])[CH3:47].CCN(C(C)C)C(C)C, predict the reaction product. The product is: [CH2:46]([O:48][C:49](=[O:58])[CH2:50][C:51]1[N:52]=[C:53]([NH:57][C:8](=[O:10])[CH:7]([C:11]2[CH:16]=[CH:15][C:14]([S:17]([CH3:20])(=[O:19])=[O:18])=[CH:13][CH:12]=2)[CH2:6][CH:1]2[CH2:2][CH2:3][CH2:4][CH2:5]2)[S:54][C:55]=1[CH3:56])[CH3:47]. (3) Given the reactants Cl[C:2]1[C:11]2[C:6](=[CH:7][C:8]([O:14][CH2:15][CH2:16][CH2:17][N:18]3[CH2:23][CH2:22][CH2:21][CH2:20][CH2:19]3)=[C:9]([O:12][CH3:13])[CH:10]=2)[N:5]=[CH:4][N:3]=1.C(=O)([O-])[O-].[K+].[K+].[OH:30][C:31]1[CH:40]=[C:39]2[C:34]([CH:35]=[CH:36][CH:37]=[N:38]2)=[CH:33][CH:32]=1.[OH-].[Na+], predict the reaction product. The product is: [CH3:13][O:12][C:9]1[CH:10]=[C:11]2[C:6](=[CH:7][C:8]=1[O:14][CH2:15][CH2:16][CH2:17][N:18]1[CH2:23][CH2:22][CH2:21][CH2:20][CH2:19]1)[N:5]=[CH:4][N:3]=[C:2]2[O:30][C:31]1[CH:40]=[C:39]2[C:34]([CH:35]=[CH:36][CH:37]=[N:38]2)=[CH:33][CH:32]=1.